Dataset: Blood-brain barrier permeability classification from the B3DB database. Task: Regression/Classification. Given a drug SMILES string, predict its absorption, distribution, metabolism, or excretion properties. Task type varies by dataset: regression for continuous measurements (e.g., permeability, clearance, half-life) or binary classification for categorical outcomes (e.g., BBB penetration, CYP inhibition). Dataset: b3db_classification. (1) The compound is Cc1cccc(C)c1OC[C@H](C)N. The result is 1 (penetrates BBB). (2) The drug is COc1ccc(C(C)(C)C)cc1CNC1C2CCN(CC2)C1C(c1ccccc1)c1ccccc1. The result is 1 (penetrates BBB). (3) The compound is CCN1CCCC1CNC(=O)c1cc(C(C)=O)ccc1OC. The result is 1 (penetrates BBB). (4) The drug is Cc1cccc2c1Oc1ccccc1C1(O)CCNCC21. The result is 1 (penetrates BBB). (5) The compound is Clc1ccc2c(c1)C(N1CCNCC1)=Nc1ccccc1O2. The result is 1 (penetrates BBB). (6) The compound is CCCC1(c2cccc(O)c2)CCN(C)CC1C. The result is 1 (penetrates BBB).